Dataset: Catalyst prediction with 721,799 reactions and 888 catalyst types from USPTO. Task: Predict which catalyst facilitates the given reaction. (1) Reactant: [C:1]([O:5][C:6]([NH:8][CH2:9][CH2:10][NH2:11])=[O:7])([CH3:4])([CH3:3])[CH3:2].N1([C:17]([O:19][C@H:20]2[CH2:37][CH2:36][C@@:35]3([CH3:38])[CH:22]([C:23](=[O:40])[CH2:24][C@@H:25]4[C@@H:34]3[CH2:33][CH2:32][C@@:30]3([CH3:31])[C@H:26]4[CH2:27][CH2:28][C:29]3=[O:39])[CH2:21]2)=[O:18])C=CN=C1.O. Product: [C:1]([O:5][C:6]([NH:8][CH2:9][CH2:10][NH:11][C:17]([O:19][C@H:20]1[CH2:37][CH2:36][C@@:35]2([CH3:38])[CH:22]([C:23](=[O:40])[CH2:24][C@@H:25]3[C@@H:34]2[CH2:33][CH2:32][C@@:30]2([CH3:31])[C@H:26]3[CH2:27][CH2:28][C:29]2=[O:39])[CH2:21]1)=[O:18])=[O:7])([CH3:4])([CH3:3])[CH3:2]. The catalyst class is: 812. (2) Reactant: C[O:2][C:3](=[O:33])[CH2:4][O:5][C:6]1[CH:11]=[CH:10][C:9]([O:12][CH2:13][C:14]#[C:15][C:16]2[CH:21]=[C:20]([C:22]#[C:23][CH2:24][N:25]3[CH2:30][CH2:29][CH2:28][CH2:27][CH2:26]3)[CH:19]=[C:18]([Br:31])[CH:17]=2)=[CH:8][C:7]=1[CH3:32]. Product: [Br:31][C:18]1[CH:17]=[C:16]([C:15]#[C:14][CH2:13][O:12][C:9]2[CH:10]=[CH:11][C:6]([O:5][CH2:4][C:3]([OH:33])=[O:2])=[C:7]([CH3:32])[CH:8]=2)[CH:21]=[C:20]([C:22]#[C:23][CH2:24][N:25]2[CH2:26][CH2:27][CH2:28][CH2:29][CH2:30]2)[CH:19]=1. The catalyst class is: 494. (3) Reactant: [Br:1][C:2]1[CH:15]=[CH:14][C:5]([C:6]([NH:8][CH2:9][CH2:10][CH:11]([CH3:13])[CH3:12])=O)=[CH:4][C:3]=1[F:16].B.Cl. Product: [Br:1][C:2]1[CH:15]=[CH:14][C:5]([CH2:6][NH:8][CH2:9][CH2:10][CH:11]([CH3:13])[CH3:12])=[CH:4][C:3]=1[F:16]. The catalyst class is: 7.